Dataset: Experimentally validated miRNA-target interactions with 360,000+ pairs, plus equal number of negative samples. Task: Binary Classification. Given a miRNA mature sequence and a target amino acid sequence, predict their likelihood of interaction. (1) The miRNA is hsa-miR-4661-5p with sequence AACUAGCUCUGUGGAUCCUGAC. The protein sequence of the target gene is MGRWALDVAFLWKAVLTLGLVLLYYCFSIGITFYNKWLTKSFHFPLFMTMLHLAVIFLFSALSRALVQCSSHRARVVLSWADYLRRVAPTALATALDVGLSNWSFLYVTVSLYTMTKSSAVLFILIFSLIFKLEELRAALVLVVLLIAGGLFMFTYKSTQFNVEGFALVLGASFIGGIRWTLTQMLLQKAELGLQNPIDTMFHLQPLMFLGLFPLFAVFEGLHLSTSEKIFRFQDTGLLLRVLGSLFLGGILAFGLGFSEFLLVSRTSSLTLSIAGIFKEVCTLLLAAHLLGDQISLLNW.... Result: 0 (no interaction). (2) The miRNA is hsa-miR-30e-3p with sequence CUUUCAGUCGGAUGUUUACAGC. The protein sequence of the target gene is MSPAPRPSRSLLLPLLTLGTALASLGWAQGSNFSPEAWLQQYGYLPPGDLRTHTQRSPQSLSAAIAAMQKFYGLQVTGKADLATMMAMRRPRCGVPDKFGTEIKANVRRKRYAIQGLKWQHNEITFCIQNYTPKVGEYATFEAIRKAFRVWESATPLRFREVPYAYIREGHEKQADIMILFAEGFHGDSTPFDGEGGFLAHAYFPGPNIGGDTHFDSAEPWTVQNEDLNGNDIFLVAVHELGHALGLEHSNDPSAIMAPFYQWMDTENFVLPDDDRRGIQQLYGSKSGSPTKMPPQPRTT.... Result: 0 (no interaction).